Predict the product of the given reaction. From a dataset of Forward reaction prediction with 1.9M reactions from USPTO patents (1976-2016). (1) The product is: [F:1][C:2]1[C:3]([NH:17][CH:19]([O:20][CH3:33])[CH2:18][CH3:28])=[N:4][C:5]([O:8][CH2:9][C:10]2[CH:11]=[CH:12][C:13]([F:16])=[CH:14][CH:15]=2)=[N:6][CH:7]=1. Given the reactants [F:1][C:2]1[C:3]([NH2:17])=[N:4][C:5]([O:8][CH2:9][C:10]2[CH:15]=[CH:14][C:13]([F:16])=[CH:12][CH:11]=2)=[N:6][CH:7]=1.[C:18]12([CH2:28]S(O)(=O)=O)C(C)(C)C(CC1)C[C:19]2=[O:20].[CH:33](=O)CC, predict the reaction product. (2) Given the reactants [CH3:1][C:2]1([CH3:14])[C:6]([CH3:8])([CH3:7])[O:5][B:4]([C:9]2[CH:10]=[N:11][NH:12][CH:13]=2)[O:3]1.[C:15]([O:19][C:20](=[O:25])[NH:21][CH2:22][CH2:23]Br)([CH3:18])([CH3:17])[CH3:16].C([O-])([O-])=O.[Cs+].[Cs+], predict the reaction product. The product is: [CH3:1][C:2]1([CH3:14])[C:6]([CH3:7])([CH3:8])[O:5][B:4]([C:9]2[CH:13]=[N:12][N:11]([CH2:23][CH2:22][NH:21][C:20](=[O:25])[O:19][C:15]([CH3:18])([CH3:17])[CH3:16])[CH:10]=2)[O:3]1. (3) Given the reactants [NH2:1][C:2]1[CH:7]=[CH:6][C:5]([C:8]2[S:12][C:11]([CH:13]3[CH2:18][CH2:17][N:16]([CH2:19][C:20]([O:22][CH2:23][CH3:24])=[O:21])[CH2:15][CH2:14]3)=[N:10][CH:9]=2)=[CH:4][CH:3]=1.[F:25][C:26]1[CH:31]=[C:30]([F:32])[C:29]([F:33])=[CH:28][C:27]=1[N:34]=[C:35]=[O:36], predict the reaction product. The product is: [F:25][C:26]1[CH:31]=[C:30]([F:32])[C:29]([F:33])=[CH:28][C:27]=1[NH:34][C:35](=[O:36])[NH:1][C:2]1[CH:7]=[CH:6][C:5]([C:8]2[S:12][C:11]([CH:13]3[CH2:18][CH2:17][N:16]([CH2:19][C:20]([O:22][CH2:23][CH3:24])=[O:21])[CH2:15][CH2:14]3)=[N:10][CH:9]=2)=[CH:4][CH:3]=1. (4) Given the reactants [Cl:1][C:2]1[CH:3]=[CH:4][C:5]2[N:6]([C:8]([CH2:17][NH:18][C:19]3[N:24]=[C:23]([N:25]4[CH2:30][CH2:29][C:28](C)([OH:31])[CH2:27]C4)[CH:22]=[CH:21][N:20]=3)=[C:9]([C:11]3[CH:16]=[CH:15][CH:14]=[CH:13][CH:12]=3)[N:10]=2)[CH:7]=1.ClC1C=CC2N(C(CNC3N=CC=CN=3)=C(C3C=CC([F:49])=CC=3)N=2)C=1.N1CCC(O)C1, predict the reaction product. The product is: [Cl:1][C:2]1[CH:3]=[CH:4][C:5]2[N:6]([C:8]([CH2:17][NH:18][C:19]3[N:24]=[C:23]([N:25]4[CH2:30][CH2:29][CH:28]([OH:31])[CH2:27]4)[CH:22]=[CH:21][N:20]=3)=[C:9]([C:11]3[CH:16]=[CH:15][C:14]([F:49])=[CH:13][CH:12]=3)[N:10]=2)[CH:7]=1. (5) Given the reactants [C:1]([O:7][C:8]([CH3:11])([CH3:10])[CH3:9])(=[O:6])[CH2:2][C:3]([CH3:5])=O.[N+:12]([C:15]1[CH:22]=[CH:21][CH:20]=[CH:19][C:16]=1[CH:17]=O)([O-:14])=[O:13].[NH4+:23].[OH-:24], predict the reaction product. The product is: [CH3:5][C:3]1[NH:23][C:3]([CH3:5])=[C:2]([C:1]([O:7][C:8]([CH3:11])([CH3:10])[CH3:9])=[O:24])[CH:17]([C:16]2[CH:19]=[CH:20][CH:21]=[CH:22][C:15]=2[N+:12]([O-:14])=[O:13])[C:2]=1[C:1]([O:7][C:8]([CH3:11])([CH3:10])[CH3:9])=[O:6].